Dataset: Full USPTO retrosynthesis dataset with 1.9M reactions from patents (1976-2016). Task: Predict the reactants needed to synthesize the given product. Given the product [Br:1][C:2]1[CH:7]=[CH:6][C:5](/[CH:8]=[CH:9]\[CH:13]([S:14][CH:13](/[CH:9]=[CH:8]\[C:5]2[CH:6]=[CH:7][C:2]([Br:1])=[CH:3][CH:4]=2)[C:12]2[CH:15]=[CH:16][CH:17]=[CH:18][C:11]=2[Cl:10])[C:12]2[CH:15]=[CH:16][CH:17]=[CH:18][C:11]=2[Cl:10])=[CH:4][CH:3]=1, predict the reactants needed to synthesize it. The reactants are: [Br:1][C:2]1[CH:7]=[CH:6][C:5]([C:8]#[CH:9])=[CH:4][CH:3]=1.[Cl:10][C:11]1[CH:18]=[CH:17][CH:16]=[CH:15][C:12]=1[CH2:13][SH:14].[Na].